From a dataset of Catalyst prediction with 721,799 reactions and 888 catalyst types from USPTO. Predict which catalyst facilitates the given reaction. (1) Reactant: [C:1]([O:5][C:6]([N:8]1[C:13]2[CH:14]=[C:15]([Cl:26])[C:16]([NH:18][C:19]([O:21][C:22]([CH3:25])([CH3:24])[CH3:23])=[O:20])=[CH:17][C:12]=2[O:11][CH:10]([C:27](O)=[O:28])[CH2:9]1)=[O:7])([CH3:4])([CH3:3])[CH3:2].CCN=C=NCCCN(C)C.C1C=CC2N(O)N=NC=2C=1.CCN(C(C)C)C(C)C.[F:60][C:61]1[CH:75]=[CH:74][C:64]([CH2:65][C:66]2([C:72]#[N:73])[CH2:71][CH2:70][NH:69][CH2:68][CH2:67]2)=[CH:63][CH:62]=1. Product: [C:1]([O:5][C:6]([N:8]1[C:13]2[CH:14]=[C:15]([Cl:26])[C:16]([NH:18][C:19]([O:21][C:22]([CH3:25])([CH3:24])[CH3:23])=[O:20])=[CH:17][C:12]=2[O:11][CH:10]([C:27]([N:69]2[CH2:70][CH2:71][C:66]([C:72]#[N:73])([CH2:65][C:64]3[CH:74]=[CH:75][C:61]([F:60])=[CH:62][CH:63]=3)[CH2:67][CH2:68]2)=[O:28])[CH2:9]1)=[O:7])([CH3:4])([CH3:3])[CH3:2]. The catalyst class is: 3. (2) Reactant: [CH3:1][C:2]1[CH:7]=[C:6]([N:8]2[CH2:13][CH2:12][CH:11]([C:14]([OH:16])=O)[CH2:10][CH2:9]2)[CH:5]=[CH:4][N:3]=1.[Cl:17][C:18]1[C:26]2[C:21](=[CH:22][C:23]([S:27]([N:30]3[CH2:35][CH2:34][NH:33][CH2:32][CH2:31]3)(=[O:29])=[O:28])=[CH:24][CH:25]=2)[NH:20][CH:19]=1.C(N(CC)C(C)C)(C)C.F[B-](F)(F)F.N1(OC(N(C)C)=[N+](C)C)C2C=CC=CC=2N=N1. Product: [Cl:17][C:18]1[C:26]2[C:21](=[CH:22][C:23]([S:27]([N:30]3[CH2:35][CH2:34][N:33]([C:14]([CH:11]4[CH2:10][CH2:9][N:8]([C:6]5[CH:5]=[CH:4][N:3]=[C:2]([CH3:1])[CH:7]=5)[CH2:13][CH2:12]4)=[O:16])[CH2:32][CH2:31]3)(=[O:28])=[O:29])=[CH:24][CH:25]=2)[NH:20][CH:19]=1. The catalyst class is: 9.